From a dataset of Reaction yield outcomes from USPTO patents with 853,638 reactions. Predict the reaction yield, written as a fraction of the theoretical maximum amount of product (1.0 means a 100% yield; for example, 0.34 means a 34% yield). The reactants are [NH2:1][C:2]1[C:11]2[C:6](=[C:7](Br)[CH:8]=[CH:9][CH:10]=2)[N:5]=[N:4][C:3]=1[C:13]([NH:15][CH2:16][CH2:17][CH3:18])=[O:14].[CH3:19][O:20][C:21]1[CH:22]=[C:23](B(O)O)[CH:24]=[C:25]([O:29][CH3:30])[C:26]=1[O:27][CH3:28]. No catalyst specified. The product is [NH2:1][C:2]1[C:11]2[C:6](=[C:7]([C:23]3[CH:24]=[C:25]([O:29][CH3:30])[C:26]([O:27][CH3:28])=[C:21]([O:20][CH3:19])[CH:22]=3)[CH:8]=[CH:9][CH:10]=2)[N:5]=[N:4][C:3]=1[C:13]([NH:15][CH2:16][CH2:17][CH3:18])=[O:14]. The yield is 0.915.